This data is from Reaction yield outcomes from USPTO patents with 853,638 reactions. The task is: Predict the reaction yield, written as a fraction of the theoretical maximum amount of product (1.0 means a 100% yield; for example, 0.34 means a 34% yield). (1) The reactants are [CH3:1][N:2]1[C:6]2[CH:7]=[C:8]([C:11](Cl)=[O:12])[CH:9]=[CH:10][C:5]=2[O:4][C:3]1=[O:14].Br[CH2:16][C:17]1[CH:22]=[C:21]([O:23][CH3:24])[CH:20]=[CH:19][C:18]=1[Cl:25].C([O-])(O)=O.[Na+]. The catalyst is COCCOC.[Zn].C1C=CC([P]([Pd]([P](C2C=CC=CC=2)(C2C=CC=CC=2)C2C=CC=CC=2)([P](C2C=CC=CC=2)(C2C=CC=CC=2)C2C=CC=CC=2)[P](C2C=CC=CC=2)(C2C=CC=CC=2)C2C=CC=CC=2)(C2C=CC=CC=2)C2C=CC=CC=2)=CC=1. The product is [Cl:25][C:18]1[CH:19]=[CH:20][C:21]([O:23][CH3:24])=[CH:22][C:17]=1[CH2:16][C:11]([C:8]1[CH:9]=[CH:10][C:5]2[O:4][C:3](=[O:14])[N:2]([CH3:1])[C:6]=2[CH:7]=1)=[O:12]. The yield is 0.360. (2) The catalyst is CN(C=O)C. The product is [F:1][C:2]1[CH:3]=[C:4]([C@H:8]2[CH2:12][CH2:11][CH2:10][N:9]2[C:13]2[CH:18]=[CH:17][N:16]3[N:19]=[CH:20][C:21]([C:22]([NH:40][C:35]4([CH3:34])[CH2:37][CH2:36]4)=[O:24])=[C:15]3[N:14]=2)[CH:5]=[N:6][CH:7]=1. The reactants are [F:1][C:2]1[CH:3]=[C:4]([C@H:8]2[CH2:12][CH2:11][CH2:10][N:9]2[C:13]2[CH:18]=[CH:17][N:16]3[N:19]=[CH:20][C:21]([C:22]([OH:24])=O)=[C:15]3[N:14]=2)[CH:5]=[N:6][CH:7]=1.CN(C(ON1N=[N:40][C:35]2[CH:36]=[CH:37]C=N[C:34]1=2)=[N+](C)C)C.F[P-](F)(F)(F)(F)F.Cl.CC1(N)CC1.CCN(C(C)C)C(C)C. The yield is 0.820.